From a dataset of Experimentally validated miRNA-target interactions with 360,000+ pairs, plus equal number of negative samples. Binary Classification. Given a miRNA mature sequence and a target amino acid sequence, predict their likelihood of interaction. (1) Result: 0 (no interaction). The protein sequence of the target gene is MDTPRGIGTFVVWDYVVFAGMLVISAAIGIYYAFAGGGQQTSKDFLMGGRRMTAVPVALSLTASFMSAVTVLGTPSEVYRFGAIFSIFAFTYFFVVVISAEVFLPVFYKLGITSTYEYLELRFNKCVRLCGTVLFIVQTILYTGIVIYAPALALNQVTGFDLWGAVVATGVVCTFYCTLGGLKAVIWTDVFQVGIMVAGFASVIIQAVVMQGGISTILNDAYDGGRLNFWNFNPNPLQRHTFWTIIIGGTFTWTSIYGVNQSQVQRYISCKSRFQAKLSLYINLVGLWAILTCSVFCGLA.... The miRNA is hsa-miR-197-5p with sequence CGGGUAGAGAGGGCAGUGGGAGG. (2) The miRNA is dme-miR-13b-3p with sequence UAUCACAGCCAUUUUGACGAGU. The protein sequence of the target gene is MASAGHIITLLLWGYLLELWTGGHTADTTHPRLRLSHKELLNLNRTSIFHSPFGFLDLHTMLLDEYQERLFVGGRDLVYSLSLERISDGYKEIHWPSTALKMEECIMKGKDAGECANYVRVLHHYNRTHLLTCGTGAFDPVCAFIRVGYHLEDPLFHLESPRSERGRGRCPFDPSSSFISTLIGSELFAGLYSDYWSRDAAIFRSMGRLAHIRTEHDDERLLKEPKFVGSYMIPDNEDRDDNKVYFFFTEKALEAENNAHAIYTRVGRLCVNDVGGQRILVNKWSTFLKARLVCSVPGMN.... Result: 0 (no interaction). (3) The miRNA is hsa-miR-331-3p with sequence GCCCCUGGGCCUAUCCUAGAA. The protein sequence of the target gene is MMYRPDVVRARKRVCWEPWVIGLVIFISLIVLAVCIGLTVHYVRYNQKKTYNYYSTLSFTTDKLYAEFGREASNNFTEMSQRLESMVKNAFYKSPLREEFVKSQVIKFSQQKHGVLAHMLLICRFHSTEDPETVDKIVQLVLHEKLQDAVGPPKVDPHSVKIKKINKTETDSYLNHCCGTRRSKTLGQSLRIVGGTEVEEGEWPWQASLQWDGSHRCGATLINATWLVSAAHCFTTYKNPARWTASFGVTIKPSKMKRGLRRIIVHEKYKHPSHDYDISLAELSSPVPYTNAVHRVCLPD.... Result: 0 (no interaction). (4) The miRNA is hsa-miR-192-3p with sequence CUGCCAAUUCCAUAGGUCACAG. The protein sequence of the target gene is MKTAENIRGTGSDGPRKRGLCVLCGLPAAGKSTFARALAHRLQQEQGWAIGVVAYDDVMPDAFLAGARARPAPSQWKLLRQELLKYLEYFLMAVINGCQMSVPPNRTEAMWEDFITCLKDQDLIFSAAFEAQSCYLLTKTAVSRPLFLVLDDNFYYQSMRYEVYQLARKYSLGFCQLFLDCPLETCLQRNGQRPQALPPETIHLMGRKLEKPNPEKNAWEHNSLTIPSPACASEASLEVTDLLLTALENPVKYAEDNMEQKDTDRIICSTNILHKTDQTLRRIVSQTMKEAKGNQEAFSE.... Result: 1 (interaction). (5) The miRNA is mmu-miR-29a-3p with sequence UAGCACCAUCUGAAAUCGGUUA. Result: 1 (interaction). The protein sequence of the target gene is MDWDQDRSNTELRKEKSRDAARSRRSQETEVLYQLAHTLPFARGVSAHLDKASIMRLTISYLRMHRLCAAGEWNQVEKGGEPLDACYLKALEGFVMVLTAEGDMAYLSENVSKHLGLSQLELIGHSIFDFIHPCDQEELQDALTPRPNLSKKKLEAPTERHFSLRMKSTLTSRGRTLNLKAATWKVLHCSGHMRAYKPPAQTSPAGSPRSEPPLQCLVLICEAIPHPASLEPPLGRGAFLSRHSLDMKFTYCDERIAEVAGYSPDDLIGCSAYEYIHALDSDAVSRSIHTLLSKGQAVTG.... (6) The miRNA is mmu-miR-7116-3p with sequence UUUUUUUCCUUUGCCUUCUCAG. The protein sequence of the target gene is MRAPGSGRLALPLLLLAVVALAEGDAKGLKEGETPGNFMEDEQWLSSISQYSGKIKHWNRFRDEVEDDYIKSWEDNQQGDEALDTTKDPCQKVKCSRHKVCVAQGYQRAMCISRKKLEHRIKQPSLKLHGGKDSVCKPCHMAQLASVCGSDGHTYSSVCKLEQQACLSSKQLAVRCEGPCPCPTEQSTASTTDSKSETCTGQDLADLGDRLRDWFQLLRENSKQNGSANSATNPAGLDKSLGASCKDSIGWMFSKLDTSGDLFLDQTELAAINLDKYEVCIRPFFNSCDTYKDGRVSTAE.... Result: 0 (no interaction). (7) Result: 1 (interaction). The protein sequence of the target gene is MGCLLFLLLWALLQAWGSAEVPQRLFPLRCLQISSFANSSWTRTDGLAWLGELQTHSWSNDSDTVRSLKPWSQGTFSDQQWETLQHIFRVYRSSFTRDVKEFAKMLRLSYPLELQVSAGCEVHPGNASNNFFHVAFQGKDILSFQGTSWEPTQEAPLWVNLAIQVLNQDKWTRETVQWLLNGTCPQFVSGLLESGKSELKKQVKPKAWLSRGPSPGPGRLLLVCHVSGFYPKPVWVKWMRGEQEQQGTQPGDILPNADETWYLRATLDVVAGEAAGLSCRVKHSSLEGQDIVLYWGGSYT.... The miRNA is hsa-miR-548aq-3p with sequence CAAAAACUGCAAUUACUUUUGC.